This data is from Forward reaction prediction with 1.9M reactions from USPTO patents (1976-2016). The task is: Predict the product of the given reaction. (1) Given the reactants CN1C=CN=C1.[CH:7]1([CH2:12][C@H:13]([CH2:34][N:35]([CH:44]=[O:45])[O:36][CH2:37][C:38]2[CH:43]=[CH:42][CH:41]=[CH:40][CH:39]=2)[C:14]([N:16]2[C@H:20]([C:21](O)=[O:22])[CH2:19][CH2:18][N:17]2[C:24]([O:26][CH2:27][C:28]2[CH:33]=[CH:32][CH:31]=[CH:30][CH:29]=2)=[O:25])=[O:15])[CH2:11][CH2:10][CH2:9][CH2:8]1.S(Cl)(C)(=O)=O.[N:51]1[CH:56]=[CH:55][C:54]([NH2:57])=[N:53][CH:52]=1, predict the reaction product. The product is: [CH:7]1([CH2:12][C@H:13]([CH2:34][N:35]([CH:44]=[O:45])[O:36][CH2:37][C:38]2[CH:43]=[CH:42][CH:41]=[CH:40][CH:39]=2)[C:14]([N:16]2[C@H:20]([C:21]([NH:57][C:54]3[CH:55]=[CH:56][N:51]=[CH:52][N:53]=3)=[O:22])[CH2:19][CH2:18][N:17]2[C:24]([O:26][CH2:27][C:28]2[CH:33]=[CH:32][CH:31]=[CH:30][CH:29]=2)=[O:25])=[O:15])[CH2:8][CH2:9][CH2:10][CH2:11]1. (2) Given the reactants [N:1]12[CH2:8][CH2:7][CH:4]([CH2:5][CH2:6]1)[C@@H:3]([O:9][C:10]1[N:15]=[N:14][C:13]([C:16]3[CH:17]=[C:18]4[C:22](=[CH:23][CH:24]=3)[NH:21][CH:20]=[CH:19]4)=[CH:12][CH:11]=1)[CH2:2]2.CC(O)=O.[Br:29]N1C(=O)CCC1=O, predict the reaction product. The product is: [Br:29][C:19]1[C:18]2[C:22](=[CH:23][CH:24]=[C:16]([C:13]3[N:14]=[N:15][C:10]([O:9][C@@H:3]4[CH:4]5[CH2:7][CH2:8][N:1]([CH2:6][CH2:5]5)[CH2:2]4)=[CH:11][CH:12]=3)[CH:17]=2)[NH:21][CH:20]=1. (3) The product is: [CH3:19][C:20]1[CH:25]=[CH:24][C:23]([C@:26]2([O:44][C@H:43]([CH2:45][O:46][C:47](=[O:49])[CH3:48])[C@@H:38]([O:39][C:40](=[O:42])[CH3:41])[C@H:33]([O:34][C:35](=[O:37])[CH3:36])[C@H:28]2[O:29][C:30](=[O:32])[CH3:31])[OH:27])=[CH:22][C:21]=1[CH2:50][C:51]1[CH:52]=[CH:53][C:54]([OH:57])=[CH:55][CH:56]=1. Given the reactants [F-].C([N+](CCCC)(CCCC)CCCC)CCC.[CH3:19][C:20]1[CH:25]=[CH:24][C:23]([C@:26]2([O:44][C@H:43]([CH2:45][O:46][C:47](=[O:49])[CH3:48])[C@@H:38]([O:39][C:40](=[O:42])[CH3:41])[C@H:33]([O:34][C:35](=[O:37])[CH3:36])[C@H:28]2[O:29][C:30](=[O:32])[CH3:31])[OH:27])=[CH:22][C:21]=1[CH2:50][C:51]1[CH:56]=[CH:55][C:54]([O:57][Si](C(C)(C)C)(C)C)=[CH:53][CH:52]=1.C(O)(=O)C.C(OCC)(=O)C, predict the reaction product. (4) Given the reactants [C:1]([NH:4][CH2:5][CH:6]1[CH2:11][CH2:10][CH:9]([C:12](OCC)=[O:13])[CH2:8][CH2:7]1)(=[O:3])[CH3:2].[H-].[Al+3].[Li+].[H-].[H-].[H-], predict the reaction product. The product is: [OH:13][CH2:12][CH:9]1[CH2:10][CH2:11][CH:6]([CH2:5][NH:4][C:1](=[O:3])[CH3:2])[CH2:7][CH2:8]1. (5) Given the reactants [F:1][C:2]1[CH:28]=[CH:27][C:5]([CH2:6][NH:7][C:8](=O)[C:9]2[C:10](=[CH:22][CH:23]=[CH:24][CH:25]=2)[C:11]([NH:13][CH2:14][C:15]2[CH:20]=[CH:19][C:18]([F:21])=[CH:17][CH:16]=2)=O)=[CH:4][CH:3]=1.C1COCC1, predict the reaction product. The product is: [C:9]1([CH2:8][NH:7][CH2:6][C:5]2[CH:27]=[CH:28][C:2]([F:1])=[CH:3][CH:4]=2)[CH:25]=[CH:24][CH:23]=[CH:22][C:10]=1[CH2:11][NH:13][CH2:14][C:15]1[CH:20]=[CH:19][C:18]([F:21])=[CH:17][CH:16]=1.